This data is from Reaction yield outcomes from USPTO patents with 853,638 reactions. The task is: Predict the reaction yield, written as a fraction of the theoretical maximum amount of product (1.0 means a 100% yield; for example, 0.34 means a 34% yield). The reactants are C(OC(=O)[NH:7][C@H:8]([C:10]1[CH:15]=[CH:14][C:13]([F:16])=[CH:12][N:11]=1)[CH3:9])(C)(C)C.Cl.O1CCOCC1. The catalyst is C(Cl)Cl. The product is [F:16][C:13]1[CH:14]=[CH:15][C:10]([C@@H:8]([NH2:7])[CH3:9])=[N:11][CH:12]=1. The yield is 0.980.